From a dataset of Cav3 T-type calcium channel HTS with 100,875 compounds. Binary Classification. Given a drug SMILES string, predict its activity (active/inactive) in a high-throughput screening assay against a specified biological target. (1) The drug is Clc1ccc(S(=O)(=O)N2C(NC(=O)Nc3ccc(cc3)C)CCC2)cc1. The result is 0 (inactive). (2) The drug is Clc1ccc(CN(S(=O)(=O)C)CC(=O)NCCCOCC)cc1. The result is 0 (inactive). (3) The molecule is Clc1ccc(S(=O)(=O)N2CC(C(=O)N(C3CC3)Cc3sccc3)CCC2)cc1. The result is 1 (active). (4) The compound is FC(F)(F)c1nn(c2c1CCC2)CC(=O)N1CCN(CC1)c1c(OC)cccc1. The result is 0 (inactive). (5) The molecule is s1c(C(/N2CCOCC2)=N\c2ccccc2)ccc1. The result is 0 (inactive). (6) The drug is O1CCN(CC1)Cc1ccc(cc1)C(=O)Nc1ccc(cc1)C(OCC)=O. The result is 0 (inactive). (7) The result is 0 (inactive). The drug is O=C(Nc1ccccc1)CCC(=O)N\N=C\c1occc1. (8) The molecule is S(CCC(OC)=O)CC(=O)Nc1sc(nn1)C. The result is 0 (inactive). (9) The molecule is S1c2c(N(Cc3c(F)cccc3)C(=O)C1)cccc2. The result is 0 (inactive).